From a dataset of Full USPTO retrosynthesis dataset with 1.9M reactions from patents (1976-2016). Predict the reactants needed to synthesize the given product. (1) Given the product [Cl:1][C:2]1[CH:7]=[CH:6][C:5]([CH:8]([C:37]2[CH:38]=[CH:39][C:40]([Cl:43])=[CH:41][CH:42]=2)[C:9]2[CH:10]=[C:11]3[C:16](=[CH:17][CH:18]=2)[N:15]=[N:14][CH:13]=[C:12]3[NH:19][CH:20]2[CH2:21][CH2:22][N:23]([CH2:26][C:27]3[CH:28]=[C:29]([CH:34]=[CH:35][CH:36]=3)[C:30]([OH:32])=[O:31])[CH2:24][CH2:25]2)=[CH:4][CH:3]=1, predict the reactants needed to synthesize it. The reactants are: [Cl:1][C:2]1[CH:7]=[CH:6][C:5]([CH:8]([C:37]2[CH:42]=[CH:41][C:40]([Cl:43])=[CH:39][CH:38]=2)[C:9]2[CH:10]=[C:11]3[C:16](=[CH:17][CH:18]=2)[N:15]=[N:14][CH:13]=[C:12]3[NH:19][CH:20]2[CH2:25][CH2:24][N:23]([CH2:26][C:27]3[CH:28]=[C:29]([CH:34]=[CH:35][CH:36]=3)[C:30]([O:32]C)=[O:31])[CH2:22][CH2:21]2)=[CH:4][CH:3]=1.[OH-].[Na+].CO.Cl. (2) The reactants are: C([O:4][C:5]1[CH:10]=[C:9]([CH3:11])[CH:8]=[CH:7][C:6]=1[CH:12]=[C:13]([Br:15])[Br:14])(=O)C.C([O-])([O-])=O.[K+].[K+]. Given the product [Br:14][C:13]([Br:15])=[CH:12][C:6]1[CH:7]=[CH:8][C:9]([CH3:11])=[CH:10][C:5]=1[OH:4], predict the reactants needed to synthesize it. (3) Given the product [CH3:1][O:2][CH2:3][CH2:4][NH:5][C:6](=[O:60])[C:7]1[CH:12]=[CH:11][CH:10]=[C:9]([S:13][CH2:14][C:15]2[CH:20]=[CH:19][CH:18]=[C:17]([C:21](=[O:59])[NH:22][C:23]3[CH:28]=[CH:27][C:26]([N:29]4[CH2:30][CH2:31][CH2:32][CH2:33][CH2:34]4)=[CH:25][C:24]=3[C:35]([C:37]3[NH:38][C:39]4[C:44]([CH:45]=3)=[CH:43][CH:42]=[C:41]([C:46]([F:48])([F:49])[F:47])[CH:40]=4)=[O:36])[CH:16]=2)[CH:8]=1, predict the reactants needed to synthesize it. The reactants are: [CH3:1][O:2][CH2:3][CH2:4][NH:5][C:6](=[O:60])[C:7]1[CH:12]=[CH:11][CH:10]=[C:9]([S:13][CH2:14][C:15]2[CH:20]=[CH:19][CH:18]=[C:17]([C:21](=[O:59])[NH:22][C:23]3[CH:28]=[CH:27][C:26]([N:29]4[CH2:34][CH2:33][CH2:32][CH2:31][CH2:30]4)=[CH:25][C:24]=3[C:35]([C:37]3[N:38](S(C4C=CC=CC=4)(=O)=O)[C:39]4[C:44]([CH:45]=3)=[CH:43][CH:42]=[C:41]([C:46]([F:49])([F:48])[F:47])[CH:40]=4)=[O:36])[CH:16]=2)[CH:8]=1.[F-].C([N+](CCCC)(CCCC)CCCC)CCC. (4) Given the product [CH:13]1([O:11][C:3]2[CH:4]=[C:5]([N+:8]([O-:10])=[O:9])[CH:6]=[CH:7][C:2]=2[CH3:1])[CH2:17][CH2:16][CH2:15][CH2:14]1, predict the reactants needed to synthesize it. The reactants are: [CH3:1][C:2]1[CH:7]=[CH:6][C:5]([N+:8]([O-:10])=[O:9])=[CH:4][C:3]=1[OH:11].Br[CH:13]1[CH2:17][CH2:16][CH2:15][CH2:14]1.C([O-])([O-])=O.[K+].[K+]. (5) Given the product [NH2:23][C:20]1[CH:21]=[CH:22][C:17]([C:16]([NH:15][C@H:11]2[CH2:12][CH2:13][CH2:14][C@@H:9]([NH:8][C:5]3[N:4]=[C:3]([C:33]4[C:41]5[C:36](=[CH:37][CH:38]=[CH:39][CH:40]=5)[N:35]([S:42]([C:45]5[CH:50]=[CH:49][CH:48]=[CH:47][CH:46]=5)(=[O:44])=[O:43])[CH:34]=4)[C:2]([Cl:1])=[CH:7][N:6]=3)[CH2:10]2)=[O:32])=[C:18]([N:26]2[CH2:31][CH2:30][O:29][CH2:28][CH2:27]2)[CH:19]=1, predict the reactants needed to synthesize it. The reactants are: [Cl:1][C:2]1[C:3]([C:33]2[C:41]3[C:36](=[CH:37][CH:38]=[CH:39][CH:40]=3)[N:35]([S:42]([C:45]3[CH:50]=[CH:49][CH:48]=[CH:47][CH:46]=3)(=[O:44])=[O:43])[CH:34]=2)=[N:4][C:5]([NH:8][C@@H:9]2[CH2:14][CH2:13][CH2:12][C@H:11]([NH:15][C:16](=[O:32])[C:17]3[CH:22]=[CH:21][C:20]([N+:23]([O-])=O)=[CH:19][C:18]=3[N:26]3[CH2:31][CH2:30][O:29][CH2:28][CH2:27]3)[CH2:10]2)=[N:6][CH:7]=1.CO.C1COCC1.[BH4-].[Na+].CCOC(C)=O. (6) The reactants are: [CH2:1]([NH:8][C:9]([CH:11]1[CH2:23][N:21]2[C:22]3[CH:14]([CH:15]([NH:24][C:25](=[O:38])[CH:26]([CH2:34][CH:35]([CH3:37])[CH3:36])[CH:27]([CH2:31][CH2:32][CH3:33])[C:28]([NH2:30])=[O:29])[CH2:16][CH2:17][C:18]=3[CH:19]=[CH:20]2)[C:13](=[O:39])[CH2:12]1)=[O:10])[C:2]1[CH:7]=[CH:6][CH:5]=[CH:4][CH:3]=1.[CH3:40][O:41]C1C=C(C=CC=1)CN. Given the product [CH2:34]([CH:26]([CH:27]([CH2:31][CH2:32][CH3:33])[C:28]([NH2:30])=[O:29])[C:25]([NH:24][CH:15]1[CH:14]2[C:13](=[O:39])[CH2:12][CH:11]([C:9](=[O:10])[NH:8][CH2:1][C:2]3[CH:3]=[CH:4][CH:5]=[C:6]([O:41][CH3:40])[CH:7]=3)[CH2:23][N:21]3[C:22]2=[C:18]([CH:19]=[CH:20]3)[CH2:17][CH2:16]1)=[O:38])[CH:35]([CH3:36])[CH3:37], predict the reactants needed to synthesize it. (7) The reactants are: [F:1][C:2]([F:21])([F:20])[C:3]1[C:11]([C:12]#[N:13])=[CH:10][CH:9]=[C:8]2[C:4]=1[CH:5]=[C:6]([CH2:14][CH2:15][C:16]([F:19])([F:18])[F:17])[NH:7]2.C([O-])([O-])=O.[Cs+].[Cs+].[Br:28][C:29]1[CH:30]=[N:31][CH:32]=[C:33]([C:35]2[O:39][N:38]=[C:37]([CH2:40]Cl)[N:36]=2)[CH:34]=1. Given the product [Br:28][C:29]1[CH:34]=[C:33]([C:35]2[O:39][N:38]=[C:37]([CH2:40][N:7]3[C:8]4[C:4](=[C:3]([C:2]([F:1])([F:20])[F:21])[C:11]([C:12]#[N:13])=[CH:10][CH:9]=4)[CH:5]=[C:6]3[CH2:14][CH2:15][C:16]([F:19])([F:18])[F:17])[N:36]=2)[CH:32]=[N:31][CH:30]=1, predict the reactants needed to synthesize it.